This data is from Forward reaction prediction with 1.9M reactions from USPTO patents (1976-2016). The task is: Predict the product of the given reaction. Given the reactants [OH:1][CH:2]1[CH2:7][CH2:6][N:5]([C:8]([O:10][C:11]([CH3:14])([CH3:13])[CH3:12])=[O:9])[CH2:4][CH2:3]1.[H-].[Na+].[CH3:17][C:18]1[CH:25]=[CH:24][C:23]([CH3:26])=[CH:22][C:19]=1[CH2:20]Cl.O, predict the reaction product. The product is: [CH3:17][C:18]1[CH:25]=[CH:24][C:23]([CH3:26])=[CH:22][C:19]=1[CH2:20][O:1][CH:2]1[CH2:3][CH2:4][N:5]([C:8]([O:10][C:11]([CH3:14])([CH3:13])[CH3:12])=[O:9])[CH2:6][CH2:7]1.